Predict which catalyst facilitates the given reaction. From a dataset of Catalyst prediction with 721,799 reactions and 888 catalyst types from USPTO. (1) Reactant: [CH2:1]([N:8]1[C:13](=[O:14])[C:12]2[C:15]([Br:18])=[N:16][NH:17][C:11]=2[N:10]=[C:9]1[CH:19]([NH:22][CH2:23][CH2:24][N:25]([CH3:27])[CH3:26])[CH2:20][CH3:21])[C:2]1[CH:7]=[CH:6][CH:5]=[CH:4][CH:3]=1.C(N(CC)C(C)C)(C)C.[Br:37][C:38]1[CH:46]=[CH:45][C:41]([C:42](Cl)=[O:43])=[CH:40][CH:39]=1. Product: [CH2:1]([N:8]1[C:13](=[O:14])[C:12]2[C:15]([Br:18])=[N:16][NH:17][C:11]=2[N:10]=[C:9]1[CH:19]([N:22]([CH2:23][CH2:24][N:25]([CH3:27])[CH3:26])[C:42](=[O:43])[C:41]1[CH:45]=[CH:46][C:38]([Br:37])=[CH:39][CH:40]=1)[CH2:20][CH3:21])[C:2]1[CH:3]=[CH:4][CH:5]=[CH:6][CH:7]=1. The catalyst class is: 4. (2) Reactant: [C:1]([O:5][C:6]([NH:8][C@@H:9]([C@H:13]1[CH2:18][CH2:17][C@@H:16]([OH:19])[CH2:15][CH2:14]1)[C:10]([OH:12])=[O:11])=[O:7])([CH3:4])([CH3:3])[CH3:2].[C:20](=O)([O-])[O-].[K+].[K+].IC.O. Product: [CH3:20][O:11][C:10](=[O:12])[C@@H:9]([NH:8][C:6]([O:5][C:1]([CH3:4])([CH3:2])[CH3:3])=[O:7])[C@H:13]1[CH2:18][CH2:17][C@@H:16]([OH:19])[CH2:15][CH2:14]1. The catalyst class is: 3. (3) Product: [Cl:13][C:14]1[C:18]2[CH:19]=[CH:20][CH:21]=[CH:22][C:17]=2[S:16](=[O:23])(=[O:24])[N:15]=1. Reactant: S1(C2C(=CC=CC=2)C(=O)N1)(=O)=O.[Cl:13][C:14]1[C:18]2[CH:19]=[CH:20][CH:21]=[CH:22][C:17]=2[S:16](=[O:24])(=[O:23])[N:15]=1.P(Cl)(Cl)(Cl)(Cl)Cl. The catalyst class is: 27. (4) Reactant: C([O:8][C:9](=[O:17])[CH2:10][N:11]1[CH2:16][CH2:15][CH2:14][CH2:13][CH2:12]1)C1C=CC=CC=1. Product: [N:11]1([CH2:10][C:9]([OH:17])=[O:8])[CH2:16][CH2:15][CH2:14][CH2:13][CH2:12]1. The catalyst class is: 19.